Predict the reactants needed to synthesize the given product. From a dataset of Full USPTO retrosynthesis dataset with 1.9M reactions from patents (1976-2016). (1) Given the product [CH3:8][O:9][C:10]1[CH:11]=[C:12]([CH:16]=[CH:17][C:18]=1[N+:19]([O-:21])=[O:20])[C:13]([N:2]([CH3:7])[CH3:1])=[O:14], predict the reactants needed to synthesize it. The reactants are: [CH3:1][N:2]([CH3:7])P(Cl)(Cl)=O.[CH3:8][O:9][C:10]1[CH:11]=[C:12]([CH:16]=[CH:17][C:18]=1[N+:19]([O-:21])=[O:20])[C:13](O)=[O:14]. (2) Given the product [C:64]([C:62]1[CH:61]=[C:60]([C:68](=[O:70])[NH2:69])[C:59]([O:71][CH3:72])=[C:58]([NH:57][C:56](=[O:55])[NH:1][C:2]2[C:11]3[C:6](=[CH:7][CH:8]=[CH:9][CH:10]=3)[C:5]([O:12][C:13]3[CH:18]=[CH:17][N:16]=[C:15]([NH:19][C:20]4[CH:21]=[C:22]([CH:34]=[C:35]([C:37]#[C:38][Si:39]([CH:46]([CH3:48])[CH3:47])([CH:43]([CH3:45])[CH3:44])[CH:40]([CH3:42])[CH3:41])[CH:36]=4)[C:23]([NH:25][CH2:26][CH2:27][N:28]4[CH2:29][CH2:30][O:31][CH2:32][CH2:33]4)=[O:24])[CH:14]=3)=[CH:4][CH:3]=2)[CH:63]=1)([CH3:67])([CH3:65])[CH3:66], predict the reactants needed to synthesize it. The reactants are: [NH2:1][C:2]1[C:11]2[C:6](=[CH:7][CH:8]=[CH:9][CH:10]=2)[C:5]([O:12][C:13]2[CH:18]=[CH:17][N:16]=[C:15]([NH:19][C:20]3[CH:21]=[C:22]([CH:34]=[C:35]([C:37]#[C:38][Si:39]([CH:46]([CH3:48])[CH3:47])([CH:43]([CH3:45])[CH3:44])[CH:40]([CH3:42])[CH3:41])[CH:36]=3)[C:23]([NH:25][CH2:26][CH2:27][N:28]3[CH2:33][CH2:32][O:31][CH2:30][CH2:29]3)=[O:24])[CH:14]=2)=[CH:4][CH:3]=1.C1([O:55][C:56](=O)[NH:57][C:58]2[CH:63]=[C:62]([C:64]([CH3:67])([CH3:66])[CH3:65])[CH:61]=[C:60]([C:68](=[O:70])[NH2:69])[C:59]=2[O:71][CH3:72])C=CC=CC=1.